From a dataset of Peptide-MHC class I binding affinity with 185,985 pairs from IEDB/IMGT. Regression. Given a peptide amino acid sequence and an MHC pseudo amino acid sequence, predict their binding affinity value. This is MHC class I binding data. (1) The binding affinity (normalized) is 0.623. The MHC is HLA-B40:02 with pseudo-sequence HLA-B40:02. The peptide sequence is REAVESCPL. (2) The peptide sequence is GERSRCYSLY. The MHC is HLA-A24:02 with pseudo-sequence HLA-A24:02. The binding affinity (normalized) is 0. (3) The MHC is HLA-B08:01 with pseudo-sequence HLA-B08:01. The peptide sequence is ASSSNYNTY. The binding affinity (normalized) is 0.0847. (4) The peptide sequence is SSKGLACYR. The MHC is HLA-A11:01 with pseudo-sequence HLA-A11:01. The binding affinity (normalized) is 0.595. (5) The peptide sequence is KAGQYVTIW. The MHC is Patr-B1301 with pseudo-sequence Patr-B1301. The binding affinity (normalized) is 0.00267. (6) The MHC is HLA-B07:02 with pseudo-sequence HLA-B07:02. The peptide sequence is IPIPSSWAI. The binding affinity (normalized) is 0.683.